This data is from Catalyst prediction with 721,799 reactions and 888 catalyst types from USPTO. The task is: Predict which catalyst facilitates the given reaction. Reactant: [OH:1][C:2]1[CH:3]=[C:4]([CH2:8][C:9]([O-:11])=[O:10])[CH:5]=[CH:6][CH:7]=1.[CH3:12]OC(OC)OC. Product: [CH3:12][O:10][C:9](=[O:11])[CH2:8][C:4]1[CH:5]=[CH:6][CH:7]=[C:2]([OH:1])[CH:3]=1. The catalyst class is: 5.